This data is from Forward reaction prediction with 1.9M reactions from USPTO patents (1976-2016). The task is: Predict the product of the given reaction. (1) Given the reactants CCOC(/N=N/C(OCC)=O)=O.C1(P(C2C=CC=CC=2)C2C=CC=CC=2)C=CC=CC=1.[Cl:32][C:33]1[CH:38]=[C:37]([F:39])[CH:36]=[CH:35][C:34]=1[OH:40].C(OC([N:48]1[CH2:53][CH2:52][CH:51](O)[CH2:50][CH2:49]1)=O)(C)(C)C.Cl, predict the reaction product. The product is: [Cl:32][C:33]1[CH:38]=[C:37]([F:39])[CH:36]=[CH:35][C:34]=1[O:40][CH:51]1[CH2:52][CH2:53][NH:48][CH2:49][CH2:50]1. (2) Given the reactants C([O-])(=O)C.[K+].[Br:6][C:7]1[CH:16]=[CH:15][C:10]([C:11]([O:13][CH3:14])=[O:12])=[CH:9][C:8]=1[CH2:17]Br.O.[C:20]([O:23][CH2:24][CH3:25])(=[O:22])[CH3:21], predict the reaction product. The product is: [Br:6][C:7]1[CH:16]=[CH:15][C:10]([C:11]([O:13][CH3:14])=[O:12])=[CH:9][C:8]=1[CH3:17].[C:20]([O:23][CH2:24][C:25]1[CH:15]=[C:10]([CH:9]=[CH:8][C:7]=1[Br:6])[C:11]([O:13][CH3:14])=[O:12])(=[O:22])[CH3:21]. (3) Given the reactants C(NCC)C.[C:6]([O:10][C:11](=[O:39])[NH:12][CH:13]1[CH2:18][O:17][CH:16]([CH2:19][CH2:20][NH:21]C(OCC2C3C=CC=CC=3C3C2=CC=CC=3)=O)[O:15][CH2:14]1)([CH3:9])([CH3:8])[CH3:7], predict the reaction product. The product is: [NH2:21][CH2:20][CH2:19][CH:16]1[O:17][CH2:18][CH:13]([NH:12][C:11](=[O:39])[O:10][C:6]([CH3:8])([CH3:7])[CH3:9])[CH2:14][O:15]1. (4) Given the reactants C(O[C:6]([N:8]1[CH2:12][C:11](=[N:13][O:14][CH3:15])[CH2:10][C@H:9]1[C:16]([OH:18])=O)=[O:7])(C)(C)C.[N:19]1[CH:24]=[CH:23][CH:22]=[CH:21][C:20]=1[C:25]1[CH:33]=[CH:32][C:28](C(O)=O)=[CH:27][CH:26]=1.[NH2:34][CH2:35][C@@H:36]([C:38]1[CH:43]=[CH:42][CH:41]=[CH:40][CH:39]=1)[OH:37], predict the reaction product. The product is: [OH:37][C@H:36]([C:38]1[CH:43]=[CH:42][CH:41]=[CH:40][CH:39]=1)[CH2:35][NH:34][C:16]([C@@H:9]1[CH2:10][C:11](=[N:13][O:14][CH3:15])[CH2:12][N:8]1[C:6](=[O:7])[C:28]1[CH:27]=[CH:26][C:25]([C:20]2[CH:21]=[CH:22][CH:23]=[CH:24][N:19]=2)=[CH:33][CH:32]=1)=[O:18]. (5) The product is: [CH3:4][C:2]([C@H:5]([NH:47][C:48]([O:50][CH3:51])=[O:49])[C:6]([NH:8][C@H:9]([C@@H:17]([OH:46])[CH2:18][N:19]([NH:33][C:34]([C@@H:36]([NH:41][C:42]([O:44][CH3:45])=[O:43])[C:37]([CH3:38])([CH3:39])[CH3:40])=[O:35])[CH2:20][C:21]1[CH:22]=[CH:23][C:24]([C:27]2[CH:28]=[CH:29][CH:30]=[CH:31][N:32]=2)=[CH:25][CH:26]=1)[CH2:10][C:11]1[CH:12]=[CH:13][CH:14]=[CH:15][CH:16]=1)=[O:7])([CH3:1])[CH3:3].[S:52](=[O:54])(=[O:53])([OH:56])[O-:55]. Given the reactants [CH3:1][C:2]([C@H:5]([NH:47][C:48]([O:50][CH3:51])=[O:49])[C:6]([NH:8][C@H:9]([C@@H:17]([OH:46])[CH2:18][N:19]([NH:33][C:34]([C@@H:36]([NH:41][C:42]([O:44][CH3:45])=[O:43])[C:37]([CH3:40])([CH3:39])[CH3:38])=[O:35])[CH2:20][C:21]1[CH:22]=[CH:23][C:24]([C:27]2[CH:28]=[CH:29][CH:30]=[CH:31][N:32]=2)=[CH:25][CH:26]=1)[CH2:10][C:11]1[CH:12]=[CH:13][CH:14]=[CH:15][CH:16]=1)=[O:7])([CH3:4])[CH3:3].[S:52](=[O:56])(=[O:55])([OH:54])[OH:53].CC([C@H](NC(OC)=O)C(N[C@H]([C@@H](O)CN(NC([C@@H](NC(OC)=O)C(C)(C)C)=O)CC1C=CC(C2C=CC=CN=2)=CC=1)CC1C=CC=CC=1)=O)(C)C.OS(O)(=O)=O.CCCCCCC, predict the reaction product. (6) Given the reactants [CH2:1]([C:8]1[CH:9]=[C:10]([Br:15])[C:11](=[O:14])[NH:12][CH:13]=1)[C:2]1[CH:7]=[CH:6][CH:5]=[CH:4][CH:3]=1.[H-].[Na+].[CH2:18](Br)[C:19]1[CH:24]=[CH:23][CH:22]=[CH:21][CH:20]=1, predict the reaction product. The product is: [CH2:18]([N:12]1[CH:13]=[C:8]([CH2:1][C:2]2[CH:3]=[CH:4][CH:5]=[CH:6][CH:7]=2)[CH:9]=[C:10]([Br:15])[C:11]1=[O:14])[C:19]1[CH:24]=[CH:23][CH:22]=[CH:21][CH:20]=1.